Predict which catalyst facilitates the given reaction. From a dataset of Catalyst prediction with 721,799 reactions and 888 catalyst types from USPTO. Reactant: [Cl:1][C:2]1[CH:7]=[CH:6][C:5]([C:8]2[N:9]=[C:10]3[CH:15]=[CH:14][C:13](I)=[CH:12][N:11]3[CH:17]=2)=[CH:4][CH:3]=1.[CH:18]([C:20]1[O:24][C:23](B(O)O)=[CH:22][CH:21]=1)=[O:19].C(=O)([O-])[O-].[K+].[K+].C(O)C. Product: [Cl:1][C:2]1[CH:7]=[CH:6][C:5]([C:8]2[N:9]=[C:10]3[CH:15]=[CH:14][C:13]([C:23]4[O:24][C:20]([CH:18]=[O:19])=[CH:21][CH:22]=4)=[CH:12][N:11]3[CH:17]=2)=[CH:4][CH:3]=1. The catalyst class is: 263.